From a dataset of Forward reaction prediction with 1.9M reactions from USPTO patents (1976-2016). Predict the product of the given reaction. Given the reactants [CH3:1][S:2][C:3]1[O:7][C:6]([C:8]([OH:13])([CH2:11][CH3:12])[CH2:9][CH3:10])=[N:5][N:4]=1.ClC1C=C(C=CC=1)C(OO)=O.[OH-:25].[Ca+2].[OH-:27], predict the reaction product. The product is: [CH3:1][S:2]([C:3]1[O:7][C:6]([C:8]([OH:13])([CH2:11][CH3:12])[CH2:9][CH3:10])=[N:5][N:4]=1)(=[O:27])=[O:25].